This data is from Forward reaction prediction with 1.9M reactions from USPTO patents (1976-2016). The task is: Predict the product of the given reaction. (1) The product is: [Na:1].[CH3:35][C:18]1[C:19]([CH2:23][S:24]([C:26]2[NH:27][C:28]3[CH:34]=[CH:33][CH:32]=[CH:31][C:29]=3[N:30]=2)=[O:25])=[N:20][CH:21]=[CH:22][C:17]=1[O:16][CH2:15][CH2:47][C:48]1([CH3:53])[O:52][CH2:51][CH2:50][O:49]1. Given the reactants [Na:1].C(C1(C[CH2:15][O:16][C:17]2[CH:22]=[CH:21][N:20]=[C:19]([CH2:23][S:24]([C:26]3[NH:30][C:29]4[CH:31]=[CH:32][CH:33]=[CH:34][C:28]=4[N:27]=3)=[O:25])[C:18]=2[CH3:35])OCC2(OCCO2)CO1)C.ClC1C=CC=C(C(OO)=O)C=1.[CH3:47][C:48]1([CH2:53]CO)[O:52][CH2:51][CH2:50][O:49]1, predict the reaction product. (2) Given the reactants [Cl:1][C:2]1[CH:7]=[CH:6][N:5]([CH:8]([CH:10]([CH3:12])[CH3:11])[CH3:9])[C:4](=[O:13])[C:3]=1[CH:14]=O.Cl.[NH2:17][OH:18].Cl, predict the reaction product. The product is: [Cl:1][C:2]1[CH:7]=[CH:6][N:5]([CH:8]([CH:10]([CH3:12])[CH3:11])[CH3:9])[C:4](=[O:13])[C:3]=1[CH:14]=[N:17][OH:18]. (3) The product is: [CH2:1]([C:4]1[CH:9]=[C:8]([Br:10])[CH:7]=[CH:6][C:5]=1[O:11][CH2:12][C:31]1[CH:32]=[CH:27][C:26]([O:25][CH2:18][C:19]2[CH:20]=[CH:21][CH:22]=[CH:23][CH:24]=2)=[CH:29][CH:30]=1)[CH:2]=[CH2:3]. Given the reactants [CH2:1]([C:4]1[CH:9]=[C:8]([Br:10])[CH:7]=[CH:6][C:5]=1[OH:11])[CH:2]=[CH2:3].[C:12](=O)([O-])[O-].[K+].[K+].[CH2:18]([O:25][CH:26](Cl)[C:27]1[CH:32]=[CH:31][CH:30]=[CH:29]C=1)[C:19]1[CH:24]=[CH:23][CH:22]=[CH:21][CH:20]=1.CCCCCC, predict the reaction product. (4) Given the reactants [Br:1][C:2]1[CH:7]=[C:6]([S:8]([CH3:11])(=[O:10])=[O:9])[CH:5]=[CH:4][C:3]=1F.[OH:13][C:14]1[CH:15]=[C:16]([CH:21]=[CH:22][CH:23]=1)[C:17]([O:19][CH3:20])=[O:18].C(=O)([O-])[O-].[Cs+].[Cs+].CS(C)=O, predict the reaction product. The product is: [Br:1][C:2]1[CH:7]=[C:6]([S:8]([CH3:11])(=[O:10])=[O:9])[CH:5]=[CH:4][C:3]=1[O:13][C:14]1[CH:15]=[C:16]([CH:21]=[CH:22][CH:23]=1)[C:17]([O:19][CH3:20])=[O:18]. (5) Given the reactants [CH2:1]([O:3][C:4](=[O:23])[NH:5][C:6]1[CH:11]=[CH:10][CH:9]=[C:8]([CH2:12][N:13]2[C:18](=[O:19])[CH:17]=[CH:16][C:15]([C:20](=[S:22])[NH2:21])=[N:14]2)[CH:7]=1)[CH3:2].Br.Br[CH2:26][C:27]([C:29]1[CH:34]=[CH:33][N:32]=[CH:31][CH:30]=1)=O, predict the reaction product. The product is: [CH2:1]([O:3][C:4](=[O:23])[NH:5][C:6]1[CH:11]=[CH:10][CH:9]=[C:8]([CH2:12][N:13]2[C:18](=[O:19])[CH:17]=[CH:16][C:15]([C:20]3[S:22][CH:26]=[C:27]([C:29]4[CH:34]=[CH:33][N:32]=[CH:31][CH:30]=4)[N:21]=3)=[N:14]2)[CH:7]=1)[CH3:2]. (6) Given the reactants [F:1][C:2]1[C:3](I)=[C:4]2[CH:10]=[CH:9][N:8]([CH2:11][O:12][CH2:13][CH2:14][Si:15]([CH3:18])([CH3:17])[CH3:16])[C:5]2=[N:6][CH:7]=1.C(OC([N:25]1[CH:29]=[C:28](B2OC(C)(C)C(C)(C)O2)[CH:27]=[N:26]1)C)C.C(=O)([O-])[O-].[Na+].[Na+].Cl.[OH-].[Na+], predict the reaction product. The product is: [NH:25]1[CH:29]=[C:28]([C:3]2[C:2]([F:1])=[CH:7][N:6]=[C:5]3[N:8]([CH2:11][O:12][CH2:13][CH2:14][Si:15]([CH3:18])([CH3:17])[CH3:16])[CH:9]=[CH:10][C:4]=23)[CH:27]=[N:26]1. (7) Given the reactants [CH2:1]([O:3][C:4]([C:6]1[CH:7]=[C:8]2[N:13]([C:14]=1[C:15]1[CH:20]=[CH:19][C:18]([F:21])=[CH:17][CH:16]=1)[CH:12]=[CH:11][C:10]([CH2:22]OS(C)(=O)=O)=[CH:9]2)=[O:5])[CH3:2].[N-:28]=[N+:29]=[N-:30].[Na+], predict the reaction product. The product is: [CH2:1]([O:3][C:4]([C:6]1[CH:7]=[C:8]2[N:13]([C:14]=1[C:15]1[CH:20]=[CH:19][C:18]([F:21])=[CH:17][CH:16]=1)[CH:12]=[CH:11][C:10]([CH2:22][N:28]=[N+:29]=[N-:30])=[CH:9]2)=[O:5])[CH3:2].